This data is from Forward reaction prediction with 1.9M reactions from USPTO patents (1976-2016). The task is: Predict the product of the given reaction. (1) The product is: [CH3:11][O:9][C:8](=[O:10])[CH2:7][CH2:6][C:4]1[N:3]=[CH:2][NH:1][CH:5]=1. Given the reactants [NH:1]1[CH:5]=[C:4]([CH2:6][CH2:7][C:8]([OH:10])=[O:9])[N:3]=[CH:2]1.[CH3:11][Si](C)(C)Cl, predict the reaction product. (2) Given the reactants [C:1]1(=O)[CH2:4][CH2:3][CH2:2]1.[CH3:6][NH:7][C:8]([C:10]1[CH:11]=[N:12][C:13]([CH2:16][C:17]2[CH:27]=[CH:26][C:20]3[CH2:21][CH2:22][NH:23][CH2:24][CH2:25][C:19]=3[CH:18]=2)=[CH:14][CH:15]=1)=[O:9].C(O[BH-](OC(=O)C)OC(=O)C)(=O)C.[Na+], predict the reaction product. The product is: [CH:1]1([N:23]2[CH2:22][CH2:21][C:20]3[CH:26]=[CH:27][C:17]([CH2:16][C:13]4[N:12]=[CH:11][C:10]([C:8]([NH:7][CH3:6])=[O:9])=[CH:15][CH:14]=4)=[CH:18][C:19]=3[CH2:25][CH2:24]2)[CH2:4][CH2:3][CH2:2]1.